From a dataset of Forward reaction prediction with 1.9M reactions from USPTO patents (1976-2016). Predict the product of the given reaction. Given the reactants [CH2:1]([O:3][C@H:4]1[CH2:9][CH2:8][C@H:7]([CH2:10][OH:11])[CH2:6][CH2:5]1)[CH3:2].C1C=C[NH+]=CC=1.[O-][Cr](Cl)(=O)=O.C(OCC)(=O)C, predict the reaction product. The product is: [CH2:1]([O:3][C@H:4]1[CH2:9][CH2:8][C@H:7]([CH:10]=[O:11])[CH2:6][CH2:5]1)[CH3:2].